From a dataset of Reaction yield outcomes from USPTO patents with 853,638 reactions. Predict the reaction yield, written as a fraction of the theoretical maximum amount of product (1.0 means a 100% yield; for example, 0.34 means a 34% yield). (1) The reactants are [CH2:1](Br)[CH:2]=[CH2:3].[CH2:5]([NH:12][C:13](=[O:35])[N:14]([C:16]1[CH:17]=[C:18]([C:22]2[CH:27]=[CH:26][C:25]([CH2:28][C@H:29]([OH:34])[C:30]([O:32][CH3:33])=[O:31])=[CH:24][CH:23]=2)[CH:19]=[CH:20][CH:21]=1)[CH3:15])[CH2:6][CH2:7][CH2:8][CH2:9][CH2:10][CH3:11]. The catalyst is C(OCC)C.[Ag]=O. The product is [CH2:1]([O:34][C@@H:29]([CH2:28][C:25]1[CH:24]=[CH:23][C:22]([C:18]2[CH:19]=[CH:20][CH:21]=[C:16]([N:14]([CH3:15])[C:13]([NH:12][CH2:5][CH2:6][CH2:7][CH2:8][CH2:9][CH2:10][CH3:11])=[O:35])[CH:17]=2)=[CH:27][CH:26]=1)[C:30]([O:32][CH3:33])=[O:31])[CH:2]=[CH2:3]. The yield is 0.820. (2) The reactants are [C:1]([C:3]1[CH:4]=[CH:5][C:6]([OH:11])=[C:7]([O:9][CH3:10])[CH:8]=1)#[N:2].C(N(CC)CC)C.[F:19][C:20]([F:26])([F:25])[S:21](Cl)(=[O:23])=[O:22].C(OCC)(=O)C. The catalyst is O1CCCC1.O. The product is [C:1]([C:3]1[CH:4]=[CH:5][C:6]([O:11][S:21]([C:20]([F:26])([F:25])[F:19])(=[O:23])=[O:22])=[C:7]([O:9][CH3:10])[CH:8]=1)#[N:2]. The yield is 0.870. (3) The reactants are [C:1]([C:5]1[O:9][N:8]=[C:7]([NH:10][C:11]([NH:13][C:14]2[CH:19]=[CH:18][CH:17]=[C:16]([O:20][C:21]3[C:30]4[C:25](=[CH:26][C:27]([O:33][CH:34]5[CH2:39][CH2:38][NH:37][CH2:36][CH2:35]5)=[C:28]([O:31][CH3:32])[CH:29]=4)[N:24]=[CH:23][N:22]=3)[CH:15]=2)=[O:12])[CH:6]=1)([CH3:4])([CH3:3])[CH3:2].FC(F)(F)S(O[CH2:46][C:47]([F:50])([F:49])[F:48])(=O)=O.C(N(CC)C(C)C)(C)C. The catalyst is C(Cl)Cl. The product is [C:1]([C:5]1[O:9][N:8]=[C:7]([NH:10][C:11]([NH:13][C:14]2[CH:19]=[CH:18][CH:17]=[C:16]([O:20][C:21]3[C:30]4[C:25](=[CH:26][C:27]([O:33][CH:34]5[CH2:39][CH2:38][N:37]([CH2:46][C:47]([F:50])([F:49])[F:48])[CH2:36][CH2:35]5)=[C:28]([O:31][CH3:32])[CH:29]=4)[N:24]=[CH:23][N:22]=3)[CH:15]=2)=[O:12])[CH:6]=1)([CH3:4])([CH3:2])[CH3:3]. The yield is 0.110. (4) The reactants are [Br:1][C:2]1[CH:3]=[C:4]2[C:9](=[CH:10][CH:11]=1)[N:8]=[C:7]([C:12]1[CH:13]=[N:14][CH:15]=[CH:16][CH:17]=1)[N:6]=[C:5]2[NH2:18].[C:19](OC(=O)C)(=[O:21])[CH3:20]. The catalyst is C(O)(=O)C. The product is [Br:1][C:2]1[CH:3]=[C:4]2[C:9](=[CH:10][CH:11]=1)[N:8]=[C:7]([C:12]1[CH:13]=[N:14][CH:15]=[CH:16][CH:17]=1)[N:6]=[C:5]2[NH:18][C:19](=[O:21])[CH3:20]. The yield is 0.660. (5) The product is [CH3:1][O:2][C:3]([C:4]1[C:5]([NH:13][C:14]2[CH:15]=[CH:16][CH:17]=[CH:18][CH:19]=2)=[C:6]([Cl:12])[C:7]2[N:11]=[CH:21][NH:10][C:8]=2[CH:9]=1)=[O:20]. The reactants are [CH3:1][O:2][C:3](=[O:20])[C:4]1[CH:9]=[C:8]([NH2:10])[C:7]([NH2:11])=[C:6]([Cl:12])[C:5]=1[NH:13][C:14]1[CH:19]=[CH:18][CH:17]=[CH:16][CH:15]=1.[C:21](O)(=O)C.C(N)=N. The yield is 0.990. The catalyst is CCO.CCOC(C)=O. (6) The product is [CH2:17]([O:16][C:14]([C:3]1[CH:4]=[N:5][C:6]2[C:11]([C:2]=1[NH2:19])=[CH:10][C:9]([O:12][CH3:13])=[CH:8][CH:7]=2)=[O:15])[CH3:18]. The catalyst is C(O)(C)C. The yield is 0.920. The reactants are Cl[C:2]1[C:11]2[C:6](=[CH:7][CH:8]=[C:9]([O:12][CH3:13])[CH:10]=2)[N:5]=[CH:4][C:3]=1[C:14]([O:16][CH2:17][CH3:18])=[O:15].[NH3:19].